This data is from Full USPTO retrosynthesis dataset with 1.9M reactions from patents (1976-2016). The task is: Predict the reactants needed to synthesize the given product. (1) Given the product [CH2:1]([C:3]1[CH:19]=[CH:18][C:6]([CH2:7][N:8]([CH2:20][C:21]2[CH:28]=[CH:27][C:24]([CH3:25])=[CH:23][CH:22]=2)[C:9]2[CH:17]=[CH:16][C:12]3[NH:13][CH:14]=[N:15][C:11]=3[CH:10]=2)=[CH:5][CH:4]=1)[CH3:2], predict the reactants needed to synthesize it. The reactants are: [CH2:1]([C:3]1[CH:19]=[CH:18][C:6]([CH2:7][NH:8][C:9]2[CH:17]=[CH:16][C:12]3[N:13]=[CH:14][NH:15][C:11]=3[CH:10]=2)=[CH:5][CH:4]=1)[CH3:2].[CH3:20][C:21]1[CH:28]=[CH:27][C:24]([CH2:25]Br)=[CH:23][CH:22]=1.C([O-])([O-])=O.[K+].[K+]. (2) Given the product [CH3:15][C:16]1[O:20][C:19]([CH2:21][NH:22][C:8]2[CH:7]=[CH:6][C:5]3[C:4]([NH:1][CH2:32][C:31]4[CH:34]=[CH:35][CH:36]=[CH:37][C:30]=4[N:27]4[CH2:26][CH2:25][N:24]([CH3:23])[CH2:29][CH2:28]4)=[CH:13][CH:12]=[CH:11][C:10]=3[N:9]=2)=[CH:18][CH:17]=1, predict the reactants needed to synthesize it. The reactants are: [N+:1]([C:4]1[CH:13]=[CH:12][CH:11]=[C:10]2[C:5]=1[CH:6]=[CH:7][C:8](Cl)=[N:9]2)([O-])=O.[CH3:15][C:16]1[O:20][C:19]([CH2:21][NH2:22])=[CH:18][CH:17]=1.[CH3:23][N:24]1[CH2:29][CH2:28][N:27]([C:30]2[CH:37]=[CH:36][CH:35]=[CH:34][C:31]=2[CH:32]=O)[CH2:26][CH2:25]1. (3) Given the product [CH3:1][N:2]1[CH2:3][CH2:4][CH:5]([O:8][C:9]2[N:14]=[C:13]([CH2:15][NH2:16])[CH:12]=[CH:11][CH:10]=2)[CH2:6][CH2:7]1, predict the reactants needed to synthesize it. The reactants are: [CH3:1][N:2]1[CH2:7][CH2:6][CH:5]([O:8][C:9]2[N:14]=[C:13]([C:15]#[N:16])[CH:12]=[CH:11][CH:10]=2)[CH2:4][CH2:3]1. (4) Given the product [N:1]1([CH2:24][C:26]2[CH:27]=[CH:28][C:29]([C:32]3[CH:36]=[C:35]([C:37]([NH2:39])=[O:38])[O:34][N:33]=3)=[CH:30][CH:31]=2)[C:9]2[C:4](=[CH:5][CH:6]=[CH:7][CH:8]=2)[CH2:3][CH2:2]1, predict the reactants needed to synthesize it. The reactants are: [NH:1]1[C:9]2[C:4](=[CH:5][CH:6]=[CH:7][CH:8]=2)[CH2:3][CH2:2]1.[BH-](OC(C)=O)(OC(C)=O)OC(C)=O.[Na+].[CH:24]([C:26]1[CH:31]=[CH:30][C:29]([C:32]2[CH:36]=[C:35]([C:37]([NH2:39])=[O:38])[O:34][N:33]=2)=[CH:28][CH:27]=1)=O.C([O-])([O-])=O.[Na+].[Na+]. (5) Given the product [CH3:22][O:23][C:24](=[O:35])[C:25]1[CH:30]=[CH:29][CH:28]=[CH:27][C:26]=1[O:31][CH2:32][CH2:33][N:19]1[CH2:18][CH2:17][CH:16]([C:9]2[C:10]3[C:11](=[N:12][CH:13]=[CH:14][CH:15]=3)[N:7]([CH2:6][C:3]3[CH:4]=[CH:5][O:1][CH:2]=3)[CH:8]=2)[CH2:21][CH2:20]1, predict the reactants needed to synthesize it. The reactants are: [O:1]1[CH:5]=[CH:4][C:3]([CH2:6][N:7]2[C:11]3=[N:12][CH:13]=[CH:14][CH:15]=[C:10]3[C:9]([CH:16]3[CH2:21][CH2:20][NH:19][CH2:18][CH2:17]3)=[CH:8]2)=[CH:2]1.[CH3:22][O:23][C:24](=[O:35])[C:25]1[CH:30]=[CH:29][CH:28]=[CH:27][C:26]=1[O:31][CH2:32][CH2:33]Cl. (6) Given the product [NH2:1][C:2]1[N:11]([CH2:12][CH2:13][CH3:14])[CH2:10][C:9]2[C:4](=[CH:5][CH:6]=[C:7]([O:15][C:16]3[CH:17]=[C:18]([CH:22]=[CH:23][CH:24]=3)[C:19]([NH:29][CH2:28][C:27]3[C:26]([CH3:25])=[CH:33][C:32]([CH3:34])=[CH:31][C:30]=3[CH3:35])=[O:20])[CH:8]=2)[N:3]=1, predict the reactants needed to synthesize it. The reactants are: [NH2:1][C:2]1[N:11]([CH2:12][CH2:13][CH3:14])[CH2:10][C:9]2[C:4](=[CH:5][CH:6]=[C:7]([O:15][C:16]3[CH:17]=[C:18]([CH:22]=[CH:23][CH:24]=3)[C:19](Cl)=[O:20])[CH:8]=2)[N:3]=1.[CH3:25][C:26]1[CH:33]=[C:32]([CH3:34])[CH:31]=[C:30]([CH3:35])[C:27]=1[CH2:28][NH2:29].